From a dataset of Catalyst prediction with 721,799 reactions and 888 catalyst types from USPTO. Predict which catalyst facilitates the given reaction. (1) Reactant: COC1C=C(OC)C=CC=1C[N:6]([C:31]1[CH:36]=[CH:35][N:34]=[CH:33][N:32]=1)[S:7]([C:10]1[CH:15]=[C:14]([CH:16]=[CH2:17])[C:13]([O:18][C@H:19]2[CH2:23][CH2:22][CH2:21][C@@H:20]2[C:24]2[N:28]([CH3:29])[N:27]=[CH:26][CH:25]=2)=[CH:12][C:11]=1[F:30])(=[O:9])=[O:8].C([SiH](CC)CC)C. Product: [CH2:16]([C:14]1[C:13]([O:18][C@H:19]2[CH2:23][CH2:22][CH2:21][C@@H:20]2[C:24]2[N:28]([CH3:29])[N:27]=[CH:26][CH:25]=2)=[CH:12][C:11]([F:30])=[C:10]([S:7]([NH:6][C:31]2[CH:36]=[CH:35][N:34]=[CH:33][N:32]=2)(=[O:8])=[O:9])[CH:15]=1)[CH3:17]. The catalyst class is: 281. (2) Reactant: [CH3:1][P:2]1(=[O:16])[O:7][CH2:6][C:5]2([CH2:12][CH2:11][N:10](C([O-])=O)[CH2:9][CH2:8]2)[CH2:4][O:3]1.[ClH:17]. Product: [ClH:17].[CH3:1][P:2]1(=[O:16])[O:3][CH2:4][C:5]2([CH2:12][CH2:11][NH:10][CH2:9][CH2:8]2)[CH2:6][O:7]1. The catalyst class is: 12. (3) Reactant: [CH2:1]([N:3]([CH2:19][CH3:20])[CH2:4][CH2:5][N:6]1[CH2:11][CH2:10][S:9][C:8]2[CH:12]=[C:13]([N+:16]([O-])=O)[CH:14]=[CH:15][C:7]1=2)[CH3:2].O.NN. Product: [CH2:19]([N:3]([CH2:1][CH3:2])[CH2:4][CH2:5][N:6]1[CH2:11][CH2:10][S:9][C:8]2[CH:12]=[C:13]([NH2:16])[CH:14]=[CH:15][C:7]1=2)[CH3:20]. The catalyst class is: 94. (4) Reactant: [F-:1].C([N+](CCCC)(CCCC)CCCC)CCC.[CH3:19][O:20][C:21](=[O:34])[C:22]([CH3:33])([CH3:32])[CH2:23]OS(C(F)(F)F)(=O)=O. The catalyst class is: 1. Product: [CH3:19][O:20][C:21](=[O:34])[C:22]([CH3:33])([CH3:32])[CH2:23][F:1].